This data is from Peptide-MHC class I binding affinity with 185,985 pairs from IEDB/IMGT. The task is: Regression. Given a peptide amino acid sequence and an MHC pseudo amino acid sequence, predict their binding affinity value. This is MHC class I binding data. (1) The peptide sequence is KHNSAESAK. The MHC is HLA-A30:01 with pseudo-sequence HLA-A30:01. The binding affinity (normalized) is 0.133. (2) The peptide sequence is IINNAVYTK. The MHC is HLA-A68:01 with pseudo-sequence HLA-A68:01. The binding affinity (normalized) is 0.429. (3) The peptide sequence is AAQLQAVPG. The MHC is HLA-A02:03 with pseudo-sequence HLA-A02:03. The binding affinity (normalized) is 0.216. (4) The peptide sequence is FTGEYLLRL. The MHC is HLA-B15:01 with pseudo-sequence HLA-B15:01. The binding affinity (normalized) is 0.0847. (5) The MHC is Patr-B2401 with pseudo-sequence Patr-B2401. The binding affinity (normalized) is 0.358. The peptide sequence is SDAAARVTA.